Dataset: hERG Central: cardiac toxicity at 1µM, 10µM, and general inhibition. Task: Predict hERG channel inhibition at various concentrations. (1) The drug is CCN(CCn1cccn1)Cc1nc(-c2ccc(F)c(OC)c2)oc1C. Results: hERG_inhib (hERG inhibition (general)): blocker. (2) The drug is CC1CC(C)CN(CCOc2ccc(Br)cc2)C1.O=C(O)C(=O)O. Results: hERG_inhib (hERG inhibition (general)): blocker. (3) The compound is Cc1cc2oc(=O)cc(CN3CCN(C/C=C/c4ccccc4)CC3)c2cc1O. Results: hERG_inhib (hERG inhibition (general)): blocker. (4) The drug is COc1ccccc1C(=O)Nc1ccnn1C1CCN(CC2CC=CCC2)CC1. Results: hERG_inhib (hERG inhibition (general)): blocker.